This data is from Full USPTO retrosynthesis dataset with 1.9M reactions from patents (1976-2016). The task is: Predict the reactants needed to synthesize the given product. (1) Given the product [CH3:52][C:32]1[CH:37]=[CH:36][C:35]([S:38]([O:31][CH2:30][CH2:29][N:20]2[CH:21]=[C:22]([C:23]3[CH:28]=[CH:27][N:26]=[CH:25][CH:24]=3)[C:18]([C:15]3[CH:14]=[CH:13][C:12]([O:11][CH2:10][C:2]4[O:1][C:5]5[CH:6]=[CH:7][CH:8]=[CH:9][C:4]=5[N:3]=4)=[CH:17][CH:16]=3)=[N:19]2)(=[O:40])=[O:39])=[CH:34][CH:33]=1, predict the reactants needed to synthesize it. The reactants are: [O:1]1[C:5]2[CH:6]=[CH:7][CH:8]=[CH:9][C:4]=2[N:3]=[C:2]1[CH2:10][O:11][C:12]1[CH:17]=[CH:16][C:15]([C:18]2[C:22]([C:23]3[CH:28]=[CH:27][N:26]=[CH:25][CH:24]=3)=[CH:21][N:20]([CH2:29][CH2:30][OH:31])[N:19]=2)=[CH:14][CH:13]=1.[C:32]1([CH3:52])[CH:37]=[CH:36][C:35]([S:38](O[S:38]([C:35]2[CH:36]=[CH:37][C:32]([CH3:52])=[CH:33][CH:34]=2)(=[O:40])=[O:39])(=[O:40])=[O:39])=[CH:34][CH:33]=1.C(N(CC)CC)C. (2) Given the product [CH2:1]([O:8][C:9]1[C:14]2[NH:15][C:16](=[O:19])[CH2:17][O:18][C:13]=2[C:12]([CH:20]([OH:26])[CH2:21][NH:27][C:28]2([CH2:31][CH2:32][N:33]3[C:38]4[CH:39]=[CH:40][CH:41]=[CH:42][C:37]=4[C:36]([CH3:43])([CH3:44])[O:35][C:34]3=[O:45])[CH2:30][CH2:29]2)=[CH:11][CH:10]=1)[C:2]1[CH:3]=[CH:4][CH:5]=[CH:6][CH:7]=1, predict the reactants needed to synthesize it. The reactants are: [CH2:1]([O:8][C:9]1[C:14]2[NH:15][C:16](=[O:19])[CH2:17][O:18][C:13]=2[C:12]([C:20](=[O:26])[CH:21](OCC)O)=[CH:11][CH:10]=1)[C:2]1[CH:7]=[CH:6][CH:5]=[CH:4][CH:3]=1.[NH2:27][C:28]1([CH2:31][CH2:32][N:33]2[C:38]3[CH:39]=[CH:40][CH:41]=[CH:42][C:37]=3[C:36]([CH3:44])([CH3:43])[O:35][C:34]2=[O:45])[CH2:30][CH2:29]1.[BH4-].[Na+].C(O)(=O)C. (3) Given the product [N:25]([C:22]1[CH:21]=[CH:20][C:19]([O:18][C:16](=[O:17])[CH2:15][O:14][CH2:13][CH2:12][O:11][CH2:10][C:9]([O:8][C:5]2[CH:6]=[CH:7][C:2]([N:1]=[C:40]=[O:39])=[CH:3][CH:4]=2)=[O:26])=[CH:24][CH:23]=1)=[C:28]=[O:30], predict the reactants needed to synthesize it. The reactants are: [NH2:1][C:2]1[CH:7]=[CH:6][C:5]([O:8][C:9](=[O:26])[CH2:10][O:11][CH2:12][CH2:13][O:14][CH2:15][C:16]([O:18][C:19]2[CH:24]=[CH:23][C:22]([NH2:25])=[CH:21][CH:20]=2)=[O:17])=[CH:4][CH:3]=1.Cl[C:28](Cl)([O:30]C(=O)OC(Cl)(Cl)Cl)Cl.[O:39]1CCOC[CH2:40]1. (4) Given the product [ClH:48].[ClH:48].[CH3:1][N:2]1[C:10]2[CH:9]=[C:8]([N:11]3[CH:16]=[CH:15][C:14]([C:17]4[N:18]=[N:19][C:20]([CH3:23])=[CH:21][CH:22]=4)=[CH:13][C:12]3=[O:24])[CH:7]=[CH:6][C:5]=2[C:4]2[CH2:25][NH:26][CH2:27][CH2:28][C:3]1=2, predict the reactants needed to synthesize it. The reactants are: [CH3:1][N:2]1[C:10]2[CH:9]=[C:8]([N:11]3[CH:16]=[CH:15][C:14]([C:17]4[N:18]=[N:19][C:20]([CH3:23])=[CH:21][CH:22]=4)=[CH:13][C:12]3=[O:24])[CH:7]=[CH:6][C:5]=2[C:4]2[CH2:25][N:26](C(OC(C)(C)C)=O)[CH2:27][CH2:28][C:3]1=2.C1(N)C(F)=C(F)C(F)=C(N)C=1F.[ClH:48].Cl. (5) Given the product [C:35]([CH2:37][C:38]([N:58]1[CH2:47][CH:48]([N:49]2[CH:51]=[C:16]([C:32]([NH2:64])=[O:34])[C:17]([C:19]3[CH:20]=[CH:21][C:22]([O:25][C:26]4[CH:27]=[CH:28][CH:29]=[CH:30][CH:31]=4)=[CH:23][CH:24]=3)=[N:18]2)[CH2:56]1)=[O:40])#[N:36], predict the reactants needed to synthesize it. The reactants are: C(OC(N1CCN(C2S[C:16]([C:32]([OH:34])=O)=[C:17]([C:19]3[CH:24]=[CH:23][C:22]([O:25][C:26]4[CH:31]=[CH:30][CH:29]=[CH:28][CH:27]=4)=[CH:21][CH:20]=3)[N:18]=2)CC1)=O)(C)(C)C.[C:35]([CH2:37][C:38]([OH:40])=O)#[N:36].CCN=C=NC[CH2:47][CH2:48][N:49]([CH3:51])C.C1C=CC2N(O)N=[N:58][C:56]=2C=1.CC[N:64](C(C)C)C(C)C. (6) Given the product [C:1]([C:3]1([NH:6][C:7]([C@@H:9]2[CH2:13][C@@H:12]([S:14]([C:17]3[CH:22]=[CH:21][C:20]([N:44]4[CH2:45][CH2:46][N:41]([CH:38]5[CH2:40][CH2:39]5)[CH2:42][CH2:43]4)=[CH:19][C:18]=3[C:24]([F:25])([F:26])[F:27])(=[O:15])=[O:16])[CH2:11][C@H:10]2[C:28]([N:30]2[CH2:31][C:32]([F:35])([F:34])[CH2:33]2)=[O:29])=[O:8])[CH2:4][CH2:5]1)#[N:2], predict the reactants needed to synthesize it. The reactants are: [C:1]([C:3]1([NH:6][C:7]([C@@H:9]2[CH2:13][C@@H:12]([S:14]([C:17]3[CH:22]=[CH:21][C:20](F)=[CH:19][C:18]=3[C:24]([F:27])([F:26])[F:25])(=[O:16])=[O:15])[CH2:11][C@H:10]2[C:28]([N:30]2[CH2:33][C:32]([F:35])([F:34])[CH2:31]2)=[O:29])=[O:8])[CH2:5][CH2:4]1)#[N:2].Cl.Cl.[CH:38]1([N:41]2[CH2:46][CH2:45][NH:44][CH2:43][CH2:42]2)[CH2:40][CH2:39]1.